Dataset: Forward reaction prediction with 1.9M reactions from USPTO patents (1976-2016). Task: Predict the product of the given reaction. (1) Given the reactants [C:1]1([C:9]2[CH:14]=[CH:13][CH:12]=[CH:11][CH:10]=2)[CH:6]=[CH:5][CH:4]=[C:3]([CH:7]=O)[CH:2]=1.[C@@H:15]1([NH2:25])[C:24]2[C:19](=[CH:20][CH:21]=[CH:22][CH:23]=2)[CH2:18][CH2:17][CH2:16]1, predict the reaction product. The product is: [C:1]1([C:9]2[CH:14]=[CH:13][CH:12]=[CH:11][CH:10]=2)[CH:6]=[CH:5][CH:4]=[C:3]([CH2:7][NH:25][C@@H:15]2[C:24]3[C:19](=[CH:20][CH:21]=[CH:22][CH:23]=3)[CH2:18][CH2:17][CH2:16]2)[CH:2]=1. (2) Given the reactants [NH2:1][C:2]1[CH:3]=[C:4]([C:9]([F:12])([F:11])[F:10])[CH:5]=[CH:6][C:7]=1[Cl:8].Cl.[N:14]([O-])=O.[Na+].[OH-].[Na+].[C:20]([C:29]1[CH:34]=[C:33]([C:35]([CH3:42])([CH3:41])[CH2:36][C:37]([CH3:40])([CH3:39])[CH3:38])[CH:32]=[CH:31][C:30]=1[OH:43])([C:23]1[CH:28]=[CH:27][CH:26]=[CH:25][CH:24]=1)([CH3:22])[CH3:21], predict the reaction product. The product is: [C:20]([C:29]1[CH:34]=[C:33]([C:35]([CH3:42])([CH3:41])[CH2:36][C:37]([CH3:40])([CH3:39])[CH3:38])[CH:32]=[C:31]([N:14]=[N:1][C:2]2[CH:3]=[C:4]([C:9]([F:12])([F:10])[F:11])[CH:5]=[CH:6][C:7]=2[Cl:8])[C:30]=1[OH:43])([C:23]1[CH:24]=[CH:25][CH:26]=[CH:27][CH:28]=1)([CH3:22])[CH3:21].